This data is from Choline transporter screen with 302,306 compounds. The task is: Binary Classification. Given a drug SMILES string, predict its activity (active/inactive) in a high-throughput screening assay against a specified biological target. (1) The molecule is Clc1cc([N+]([O-])=O)c(C(=O)Nc2ccc(S(=O)(=O)NCC3OCCC3)cc2)cc1. The result is 1 (active). (2) The drug is ClC1=C(N2CCOCC2)C(=O)N(C1=O)c1c(F)cccc1. The result is 0 (inactive). (3) The drug is S(=O)(=O)(N(Cc1occc1)Cc1ncccc1)c1ccc(S(=O)(=O)N(CC)CC)cc1. The result is 0 (inactive).